This data is from Full USPTO retrosynthesis dataset with 1.9M reactions from patents (1976-2016). The task is: Predict the reactants needed to synthesize the given product. Given the product [Cl:10][C:11]1[CH:12]=[CH:13][C:14]([O:20][CH3:21])=[C:15]([CH:19]=1)[C:16]([NH:9][CH2:8][CH2:7][C:1]1[CH:6]=[CH:5][CH:4]=[CH:3][CH:2]=1)=[O:17], predict the reactants needed to synthesize it. The reactants are: [C:1]1([CH2:7][CH2:8][NH2:9])[CH:6]=[CH:5][CH:4]=[CH:3][CH:2]=1.[Cl:10][C:11]1[CH:12]=[CH:13][C:14]([O:20][CH3:21])=[C:15]([CH:19]=1)[C:16](O)=[O:17].N=C=N.